Dataset: Reaction yield outcomes from USPTO patents with 853,638 reactions. Task: Predict the reaction yield, written as a fraction of the theoretical maximum amount of product (1.0 means a 100% yield; for example, 0.34 means a 34% yield). (1) The reactants are Br[C:2]1[C:7]2[S:8][C:9]([CH3:11])=[CH:10][C:6]=2[CH:5]=[CH:4][CH:3]=1.C([Li])CCC.[C:17](=[O:19])=[O:18]. The catalyst is O1CCCC1.C(OCC)C. The product is [CH3:11][C:9]1[S:8][C:7]2[C:2]([C:17]([OH:19])=[O:18])=[CH:3][CH:4]=[CH:5][C:6]=2[CH:10]=1. The yield is 0.312. (2) The reactants are [CH:1]1([O:6][C:7]2[CH:8]=[C:9]([CH:12]=[CH:13][C:14]=2[O:15][CH3:16])[CH:10]=O)[CH2:5][CH2:4][CH2:3][CH2:2]1.[NH2:17]C1C=NC(Br)=CN=1.C(O[BH-](OC(=O)C)OC(=O)C)(=O)C.[Na+].C(O)(=O)C. The catalyst is ClCCl.C(OCC)(=O)C. The product is [CH:1]1([O:6][C:7]2[CH:8]=[C:9]([CH:12]=[CH:13][C:14]=2[O:15][CH3:16])[CH2:10][NH2:17])[CH2:5][CH2:4][CH2:3][CH2:2]1. The yield is 0.610. (3) The reactants are [H-].[Na+].[CH2:3]([O:10][C:11]([N:13]([CH2:15][C:16]1[C:24]2[C:19](=[CH:20][CH:21]=[CH:22][CH:23]=2)[NH:18][CH:17]=1)[CH3:14])=[O:12])[C:4]1[CH:9]=[CH:8][CH:7]=[CH:6][CH:5]=1.[CH2:25](Br)[C:26]1[CH:31]=[CH:30][CH:29]=[CH:28][CH:27]=1. The yield is 0.930. The catalyst is CN(C=O)C.O. The product is [CH2:3]([O:10][C:11]([N:13]([CH2:15][C:16]1[C:24]2[C:19](=[CH:20][CH:21]=[CH:22][CH:23]=2)[N:18]([CH2:25][C:26]2[CH:31]=[CH:30][CH:29]=[CH:28][CH:27]=2)[CH:17]=1)[CH3:14])=[O:12])[C:4]1[CH:9]=[CH:8][CH:7]=[CH:6][CH:5]=1. (4) The reactants are [OH:1][C:2]1[C:10]2[C:5](=[CH:6][N:7]=[CH:8][CH:9]=2)[O:4][C:3]=1C(OCC)=O.[ClH:16]. No catalyst specified. The product is [ClH:16].[O:4]1[C:5]2=[CH:6][N:7]=[CH:8][CH:9]=[C:10]2[C:2](=[O:1])[CH2:3]1. The yield is 0.950. (5) The reactants are [NH:1]1[CH:5]=[N:4][CH:3]=[N:2]1.[H-].[Na+].CS(O[CH2:13][C:14]1([C:24]2[CH:29]=[CH:28][C:27]([F:30])=[CH:26][CH:25]=2)[CH:16]([C:17]2[CH:21]=[C:20]([Cl:22])[S:19][C:18]=2[Cl:23])[O:15]1)(=O)=O. The catalyst is CN(C)C=O.C(OCC)(=O)C. The product is [Cl:23][C:18]1[S:19][C:20]([Cl:22])=[CH:21][C:17]=1[CH:16]1[O:15][C:14]1([CH2:13][N:1]1[CH:5]=[N:4][CH:3]=[N:2]1)[C:24]1[CH:25]=[CH:26][C:27]([F:30])=[CH:28][CH:29]=1. The yield is 0.700.